Dataset: Reaction yield outcomes from USPTO patents with 853,638 reactions. Task: Predict the reaction yield, written as a fraction of the theoretical maximum amount of product (1.0 means a 100% yield; for example, 0.34 means a 34% yield). (1) The reactants are [Cl:1][C:2]1[CH:3]=[C:4]([C:8]2[CH:26]=[C:11]3[N:12]=[C:13]([CH3:25])[C:14]([C:19](=[O:24])[C:20]([O:22][CH3:23])=[O:21])=[C:15]([CH:16]([CH3:18])[CH3:17])[N:10]3[N:9]=2)[CH:5]=[CH:6][CH:7]=1.CB1N2CCC[C@@H]2C(C2C=CC=CC=2)(C2C=CC=CC=2)O1.C1(C)C=CC=CC=1.C1COCC1. The catalyst is C1(C)C=CC=CC=1.CCOC(C)=O.C([O-])([O-])=O.[Na+].[Na+]. The product is [Cl:1][C:2]1[CH:3]=[C:4]([C:8]2[CH:26]=[C:11]3[N:12]=[C:13]([CH3:25])[C:14]([C@H:19]([OH:24])[C:20]([O:22][CH3:23])=[O:21])=[C:15]([CH:16]([CH3:18])[CH3:17])[N:10]3[N:9]=2)[CH:5]=[CH:6][CH:7]=1. The yield is 0.669. (2) The reactants are [H-].[Na+].[C:3]([O:7][C:8]([N:10]1[CH2:15][CH2:14][CH:13]([OH:16])[CH2:12][CH2:11]1)=[O:9])([CH3:6])([CH3:5])[CH3:4].Br[C:18]1[CH:23]=[CH:22][C:21]([Br:24])=[CH:20][N:19]=1.C(O)(=O)CC(CC(O)=O)(C(O)=O)O. The catalyst is CN1CCCC1=O. The product is [C:3]([O:7][C:8]([N:10]1[CH2:15][CH2:14][CH:13]([O:16][C:18]2[CH:23]=[CH:22][C:21]([Br:24])=[CH:20][N:19]=2)[CH2:12][CH2:11]1)=[O:9])([CH3:6])([CH3:4])[CH3:5]. The yield is 0.580. (3) The reactants are O(P(O[C:18]1[N:19]([C:24]([O:26][C:27]([CH3:30])([CH3:29])[CH3:28])=[O:25])[CH2:20][CH2:21][O:22][CH:23]=1)(OC1C=CC=CC=1)=O)C1C=CC=CC=1.[C:31]1(B(O)O)[CH:36]=[CH:35][CH:34]=[CH:33][CH:32]=1. No catalyst specified. The product is [C:31]1([C:18]2[N:19]([C:24]([O:26][C:27]([CH3:28])([CH3:29])[CH3:30])=[O:25])[CH2:20][CH2:21][O:22][CH:23]=2)[CH:36]=[CH:35][CH:34]=[CH:33][CH:32]=1. The yield is 0.560. (4) The reactants are [C:1]([O:4][CH2:5][C:6]1[CH:11]=[CH:10][CH:9]=[C:8]([CH2:12][O:13][C:14](=[O:16])[CH3:15])[CH:7]=1)(=[O:3])[CH3:2].C([O-])(=O)C.[Na+].[Br:22]Br.S([O-])([O-])=O.[Na+].[Na+]. The catalyst is C(O)(=O)C. The product is [C:1]([O:4][CH2:5][C:6]1[CH:7]=[C:8]([CH2:12][O:13][C:14](=[O:16])[CH3:15])[CH:9]=[CH:10][C:11]=1[Br:22])(=[O:3])[CH3:2]. The yield is 0.976.